From a dataset of Peptide-MHC class I binding affinity with 185,985 pairs from IEDB/IMGT. Regression. Given a peptide amino acid sequence and an MHC pseudo amino acid sequence, predict their binding affinity value. This is MHC class I binding data. The peptide sequence is FTNSQIFNII. The MHC is HLA-A02:01 with pseudo-sequence HLA-A02:01. The binding affinity (normalized) is 0.320.